Dataset: NCI-60 drug combinations with 297,098 pairs across 59 cell lines. Task: Regression. Given two drug SMILES strings and cell line genomic features, predict the synergy score measuring deviation from expected non-interaction effect. (1) Drug 1: C1CN1P(=S)(N2CC2)N3CC3. Drug 2: CCCCCOC(=O)NC1=NC(=O)N(C=C1F)C2C(C(C(O2)C)O)O. Cell line: UO-31. Synergy scores: CSS=4.69, Synergy_ZIP=-1.48, Synergy_Bliss=0.908, Synergy_Loewe=-1.78, Synergy_HSA=-0.770. (2) Cell line: MCF7. Drug 2: COC1=CC(=CC(=C1O)OC)C2C3C(COC3=O)C(C4=CC5=C(C=C24)OCO5)OC6C(C(C7C(O6)COC(O7)C8=CC=CS8)O)O. Synergy scores: CSS=40.6, Synergy_ZIP=-2.54, Synergy_Bliss=-0.998, Synergy_Loewe=2.22, Synergy_HSA=3.19. Drug 1: COC1=C(C=C2C(=C1)N=CN=C2NC3=CC(=C(C=C3)F)Cl)OCCCN4CCOCC4. (3) Drug 1: C1CC(=O)NC(=O)C1N2CC3=C(C2=O)C=CC=C3N. Drug 2: CS(=O)(=O)CCNCC1=CC=C(O1)C2=CC3=C(C=C2)N=CN=C3NC4=CC(=C(C=C4)OCC5=CC(=CC=C5)F)Cl. Cell line: NCI-H322M. Synergy scores: CSS=26.1, Synergy_ZIP=3.47, Synergy_Bliss=4.23, Synergy_Loewe=-20.3, Synergy_HSA=4.70. (4) Drug 1: CC12CCC(CC1=CCC3C2CCC4(C3CC=C4C5=CN=CC=C5)C)O. Drug 2: CC1CCCC2(C(O2)CC(NC(=O)CC(C(C(=O)C(C1O)C)(C)C)O)C(=CC3=CSC(=N3)C)C)C. Cell line: HCC-2998. Synergy scores: CSS=33.0, Synergy_ZIP=5.13, Synergy_Bliss=10.3, Synergy_Loewe=1.17, Synergy_HSA=9.02. (5) Drug 1: C1=CC=C(C(=C1)C(C2=CC=C(C=C2)Cl)C(Cl)Cl)Cl. Drug 2: CC1=C(C=C(C=C1)C(=O)NC2=CC(=CC(=C2)C(F)(F)F)N3C=C(N=C3)C)NC4=NC=CC(=N4)C5=CN=CC=C5. Cell line: PC-3. Synergy scores: CSS=-0.583, Synergy_ZIP=-0.354, Synergy_Bliss=-1.68, Synergy_Loewe=-2.27, Synergy_HSA=-2.41.